Task: Predict the reaction yield, written as a fraction of the theoretical maximum amount of product (1.0 means a 100% yield; for example, 0.34 means a 34% yield).. Dataset: Reaction yield outcomes from USPTO patents with 853,638 reactions (1) The reactants are Cl[C:2]1[CH:11]=[C:10]([CH3:12])[C:9]2[C:4](=[CH:5][CH:6]=[C:7]([O:13][CH3:14])[CH:8]=2)[N:3]=1.[NH2:15][C@@H:16]1[C@H:21]2[CH2:22][C@H:18]([CH2:19][C@@H:20]2[N:23]([CH2:34][C:35]2[CH:40]=[CH:39][CH:38]=[CH:37][CH:36]=2)[C:24](=[O:33])[O:25][CH2:26][C:27]2[CH:32]=[CH:31][CH:30]=[CH:29][CH:28]=2)[CH2:17]1.C([O-])([O-])=O.[Cs+].[Cs+].C1C=CC(P(C2C(C3C(P(C4C=CC=CC=4)C4C=CC=CC=4)=CC=C4C=3C=CC=C4)=C3C(C=CC=C3)=CC=2)C2C=CC=CC=2)=CC=1. The catalyst is C1(C)C=CC=CC=1.CCOC(C)=O.CO.CC([O-])=O.CC([O-])=O.[Pd+2]. The product is [CH2:34]([N:23]([C@H:20]1[CH2:19][C@H:18]2[CH2:22][C@@H:21]1[C@@H:16]([NH:15][C:2]1[CH:11]=[C:10]([CH3:12])[C:9]3[C:4](=[CH:5][CH:6]=[C:7]([O:13][CH3:14])[CH:8]=3)[N:3]=1)[CH2:17]2)[C:24](=[O:33])[O:25][CH2:26][C:27]1[CH:32]=[CH:31][CH:30]=[CH:29][CH:28]=1)[C:35]1[CH:36]=[CH:37][CH:38]=[CH:39][CH:40]=1. The yield is 0.490. (2) The reactants are C([O:4][C@@H:5]1[C@@H:10]([CH3:11])[CH2:9][C@@H:8]([C:12]2[CH:17]=[CH:16][N:15]=[CH:14][C:13]=2[NH2:18])[CH2:7][C@H:6]1[NH:19][C:20]([O:22][C:23](C)([CH3:25])[CH3:24])=[O:21])(=O)C.[CH3:27][C:28]([O:31][C:32](O[C:32]([O:31][C:28]([CH3:30])([CH3:29])[CH3:27])=[O:33])=[O:33])([CH3:30])[CH3:29].[C:42]([O-])([O-])=O.[K+].[K+]. The catalyst is O1CCOCC1. The product is [C:28]([O:31][C:32]([NH:18][C:13]1[CH:14]=[N:15][CH:16]=[CH:17][C:12]=1[C@H:8]1[CH2:7][C@@H:6]([NH:19][C:20](=[O:21])[O:22][C:23]([CH3:25])([CH3:24])[CH3:42])[C@H:5]([OH:4])[C@@H:10]([CH3:11])[CH2:9]1)=[O:33])([CH3:30])([CH3:29])[CH3:27]. The yield is 0.850. (3) The yield is 0.230. The reactants are [OH:1][C:2]1[CH:14]=[CH:13][C:12]2[C:11]3[C:6](=[CH:7][C:8]([OH:15])=[CH:9][CH:10]=3)[C:5](=[O:16])[C:4]=2[CH:3]=1.[N:17]12[CH2:24][CH2:23][CH:20]([CH2:21][CH2:22]1)[C@@H:19](O)[CH2:18]2.[C:43]1(P([C:39]2[CH:44]=[CH:43][CH:42]=[CH:41]C=2)[C:43]2[CH:44]=[CH:39]C=[CH:41][CH:42]=2)[CH:44]=[CH:39]C=[CH:41][CH:42]=1.CCOC(/[N:50]=N/C(OCC)=O)=O.[CH2:57]1[CH2:61]OCC1. No catalyst specified. The product is [N:17]12[CH2:24][CH2:23][CH:20]([CH2:21][CH2:22]1)[C@H:19]([O:1][C:2]1[CH:14]=[CH:13][C:12]3[C:11]4[C:6](=[CH:7][C:8]([O:15][C@H:44]5[CH:43]6[CH2:42][CH2:41][N:50]([CH2:61][CH2:57]6)[CH2:39]5)=[CH:9][CH:10]=4)[C:5](=[O:16])[C:4]=3[CH:3]=1)[CH2:18]2. (4) The reactants are [O:1]1[CH2:5][CH2:4][O:3][CH:2]1[CH2:6][CH2:7][NH2:8].[Cl:9][C:10]1[CH:11]=[C:12]([CH:28]=[CH:29][CH:30]=1)[CH2:13][C:14]1[C:15]([CH3:27])=[N:16][C:17]2[N:18]([N:21]=[CH:22][C:23]=2[C:24](O)=[O:25])[C:19]=1[CH3:20]. No catalyst specified. The product is [Cl:9][C:10]1[CH:11]=[C:12]([CH:28]=[CH:29][CH:30]=1)[CH2:13][C:14]1[C:15]([CH3:27])=[N:16][C:17]2[N:18]([N:21]=[CH:22][C:23]=2[C:24]([NH:8][CH2:7][CH2:6][CH:2]2[O:3][CH2:4][CH2:5][O:1]2)=[O:25])[C:19]=1[CH3:20]. The yield is 0.350. (5) The reactants are C([O:4][CH2:5][C:6]1[C:7]([N:34]2[N:43]=[CH:42][C:41]3[C:36](=[C:37]([F:48])[CH:38]=[C:39]([C:44]([CH3:47])([CH3:46])[CH3:45])[CH:40]=3)[C:35]2=[O:49])=[N:8][CH:9]=[CH:10][C:11]=1[C:12]1[CH:17]=[C:16]([NH:18][C:19]2[CH:31]=[C:22]3[CH2:23][N:24]([CH:27]4[CH2:30][O:29][CH2:28]4)[CH2:25][CH2:26][N:21]3[N:20]=2)[C:15](=[O:32])[N:14]([CH3:33])[N:13]=1)(=O)C.[OH-].[Li+]. The catalyst is C(O)(C)C.C1COCC1.O. The product is [C:44]([C:39]1[CH:40]=[C:41]2[C:36](=[C:37]([F:48])[CH:38]=1)[C:35](=[O:49])[N:34]([C:7]1[C:6]([CH2:5][OH:4])=[C:11]([C:12]3[CH:17]=[C:16]([NH:18][C:19]4[CH:31]=[C:22]5[CH2:23][N:24]([CH:27]6[CH2:30][O:29][CH2:28]6)[CH2:25][CH2:26][N:21]5[N:20]=4)[C:15](=[O:32])[N:14]([CH3:33])[N:13]=3)[CH:10]=[CH:9][N:8]=1)[N:43]=[CH:42]2)([CH3:47])([CH3:45])[CH3:46]. The yield is 0.270. (6) The reactants are Cl[C:2]1[CH:3]=[C:4]2[C:9](=[CH:10][CH:11]=1)[C:8]([C:12]1[CH:24]=[C:23]([CH3:25])[C:22]3[C:21]4[C:16](=[CH:17][CH:18]=[CH:19][CH:20]=4)[C:15]([CH3:27])([CH3:26])[C:14]=3[CH:13]=1)=[N:7][CH:6]=[CH:5]2.[Br-].[CH:29]([Zn+])([CH3:31])[CH3:30]. The catalyst is C1(C)C=CC=CC=1. The product is [CH:29]([C:2]1[CH:3]=[C:4]2[C:9](=[CH:10][CH:11]=1)[C:8]([C:12]1[CH:24]=[C:23]([CH3:25])[C:22]3[C:21]4[C:16](=[CH:17][CH:18]=[CH:19][CH:20]=4)[C:15]([CH3:26])([CH3:27])[C:14]=3[CH:13]=1)=[N:7][CH:6]=[CH:5]2)([CH3:31])[CH3:30]. The yield is 0.850. (7) The reactants are [NH2:1][C:2]1[CH:3]=[C:4]2[C:13](=[CH:14][C:15]=1[CH3:16])[O:12][CH2:11][C:10]1[N:5]2[CH:6]([CH3:18])[C:7](=[O:17])[NH:8][N:9]=1.[C:19]([O:23][C:24]([N:26]1[CH2:29][C:28](=O)[CH2:27]1)=[O:25])([CH3:22])([CH3:21])[CH3:20].C([BH3-])#N.[Na+]. The catalyst is CO.C(O)(=O)C. The product is [C:19]([O:23][C:24]([N:26]1[CH2:29][CH:28]([NH:1][C:2]2[CH:3]=[C:4]3[C:13](=[CH:14][C:15]=2[CH3:16])[O:12][CH2:11][C:10]2[N:5]3[CH:6]([CH3:18])[C:7](=[O:17])[NH:8][N:9]=2)[CH2:27]1)=[O:25])([CH3:22])([CH3:20])[CH3:21]. The yield is 0.320. (8) The reactants are [Cl:1][C:2]1[C:3]([O:12][C:13]2[CH:18]=[C:17]([O:19][CH2:20][CH2:21][O:22][CH2:23][CH2:24][O:25][CH3:26])[CH:16]=[CH:15][C:14]=2/[CH:27]=[CH:28]/[C:29]([O:31]CC)=[O:30])=[N:4][CH:5]=[C:6]([C:8]([F:11])([F:10])[F:9])[CH:7]=1.Cl. The catalyst is O1CCCC1.C(O)C. The product is [Cl:1][C:2]1[C:3]([O:12][C:13]2[CH:18]=[C:17]([O:19][CH2:20][CH2:21][O:22][CH2:23][CH2:24][O:25][CH3:26])[CH:16]=[CH:15][C:14]=2/[CH:27]=[CH:28]/[C:29]([OH:31])=[O:30])=[N:4][CH:5]=[C:6]([C:8]([F:9])([F:11])[F:10])[CH:7]=1. The yield is 0.640.